This data is from NCI-60 drug combinations with 297,098 pairs across 59 cell lines. The task is: Regression. Given two drug SMILES strings and cell line genomic features, predict the synergy score measuring deviation from expected non-interaction effect. (1) Drug 1: COC1=CC(=CC(=C1O)OC)C2C3C(COC3=O)C(C4=CC5=C(C=C24)OCO5)OC6C(C(C7C(O6)COC(O7)C8=CC=CS8)O)O. Drug 2: C(CC(=O)O)C(=O)CN.Cl. Cell line: OVCAR3. Synergy scores: CSS=12.2, Synergy_ZIP=-8.23, Synergy_Bliss=-2.49, Synergy_Loewe=-7.85, Synergy_HSA=-1.05. (2) Drug 1: C1CCC(C1)C(CC#N)N2C=C(C=N2)C3=C4C=CNC4=NC=N3. Drug 2: C1=CN(C(=O)N=C1N)C2C(C(C(O2)CO)O)O.Cl. Cell line: SK-MEL-28. Synergy scores: CSS=8.54, Synergy_ZIP=-0.0498, Synergy_Bliss=3.01, Synergy_Loewe=-23.2, Synergy_HSA=-0.871. (3) Drug 1: CC12CCC(CC1=CCC3C2CCC4(C3CC=C4C5=CN=CC=C5)C)O. Drug 2: C1=NC2=C(N1)C(=S)N=C(N2)N. Cell line: HOP-62. Synergy scores: CSS=27.5, Synergy_ZIP=-2.88, Synergy_Bliss=-3.25, Synergy_Loewe=-12.3, Synergy_HSA=-3.03.